This data is from Full USPTO retrosynthesis dataset with 1.9M reactions from patents (1976-2016). The task is: Predict the reactants needed to synthesize the given product. Given the product [ClH:1].[CH3:2][C:3]1[C:21]([NH2:22])=[C:6]2[N:7]=[C:8]([C:11]3[CH:16]=[CH:15][CH:14]=[CH:13][C:12]=3[C:17]([F:20])([F:18])[F:19])[CH:9]=[CH:10][N:5]2[N:4]=1, predict the reactants needed to synthesize it. The reactants are: [ClH:1].[CH3:2][C:3]1[C:21]([NH:22]C(=O)OCC2C=CC=CC=2)=[C:6]2[N:7]=[C:8]([C:11]3[CH:16]=[CH:15][CH:14]=[CH:13][C:12]=3[C:17]([F:20])([F:19])[F:18])[CH:9]=[CH:10][N:5]2[N:4]=1.